This data is from Full USPTO retrosynthesis dataset with 1.9M reactions from patents (1976-2016). The task is: Predict the reactants needed to synthesize the given product. (1) Given the product [CH3:3][N:4]([CH:6]=[N:18][C:16]([C:15]1[C:10](=[O:9])[NH:11][C:12]([C:19]([F:20])([F:22])[F:21])=[CH:13][CH:14]=1)=[O:17])[CH3:5], predict the reactants needed to synthesize it. The reactants are: CO[CH:3](OC)[N:4]([CH3:6])[CH3:5].[O:9]=[C:10]1[C:15]([C:16]([NH2:18])=[O:17])=[CH:14][CH:13]=[C:12]([C:19]([F:22])([F:21])[F:20])[NH:11]1. (2) Given the product [Cl:1][C:2]1[CH:28]=[CH:27][C:5]([CH2:6][NH:7][C:8]([C:10]2[C:11](=[O:26])[C:12]3[CH:18]=[C:17]([CH2:19][N:20]4[CH2:21][CH2:22][O:23][CH2:24][CH2:25]4)[S:16][C:13]=3[N:14]([CH2:54][C:51]3[CH:52]=[CH:53][N:48]=[CH:49][CH:50]=3)[CH:15]=2)=[O:9])=[CH:4][CH:3]=1, predict the reactants needed to synthesize it. The reactants are: [Cl:1][C:2]1[CH:28]=[CH:27][C:5]([CH2:6][NH:7][C:8]([C:10]2[C:11]([OH:26])=[C:12]3[CH:18]=[C:17]([CH2:19][N:20]4[CH2:25][CH2:24][O:23][CH2:22][CH2:21]4)[S:16][C:13]3=[N:14][CH:15]=2)=[O:9])=[CH:4][CH:3]=1.C1(P(C2C=CC=CC=2)C2C=CC=CC=2)C=CC=CC=1.[N:48]1[CH:53]=[CH:52][C:51]([CH2:54]O)=[CH:50][CH:49]=1.[OH-].[Na+]. (3) Given the product [CH2:1]([N:5]([CH2:6][CH2:7][CH2:8][OH:9])[C:12](=[O:13])[CH2:11][Cl:10])[CH2:2][CH2:3][CH3:4], predict the reactants needed to synthesize it. The reactants are: [CH2:1]([NH:5][CH2:6][CH2:7][CH2:8][OH:9])[CH2:2][CH2:3][CH3:4].[Cl:10][CH2:11][C:12](O[C:12](=[O:13])[CH2:11][Cl:10])=[O:13]. (4) Given the product [Cl:6][C:7]1[CH:8]=[C:9]2[C:10](=[CH:11][CH:12]=1)[C:16]([SH:17])=[N:15][CH2:14][CH:13]2[C:18]1[CH:19]=[CH:20][C:21]([N+:24]([O-:26])=[O:25])=[CH:22][CH:23]=1, predict the reactants needed to synthesize it. The reactants are: S(=O)(=O)(O)O.[Cl:6][C:7]1[CH:8]=[C:9]([CH:13]([C:18]2[CH:23]=[CH:22][C:21]([N+:24]([O-:26])=[O:25])=[CH:20][CH:19]=2)[CH2:14][N:15]=[C:16]=[S:17])[CH:10]=[CH:11][CH:12]=1. (5) Given the product [CH3:1][N:2]1[C:6]([Sn:12]([CH2:17][CH2:18][CH2:19][CH3:20])([CH2:21][CH2:22][CH2:23][CH3:24])[CH2:13][CH2:14][CH2:15][CH3:16])=[CH:5][N:4]=[N:3]1, predict the reactants needed to synthesize it. The reactants are: [CH3:1][N:2]1[CH:6]=[CH:5][N:4]=[N:3]1.[Li]CCCC.[Sn:12](Cl)([CH2:21][CH2:22][CH2:23][CH3:24])([CH2:17][CH2:18][CH2:19][CH3:20])[CH2:13][CH2:14][CH2:15][CH3:16]. (6) Given the product [C:1]1([CH3:26])[CH:6]=[C:5]([CH3:7])[CH:4]=[C:3]([CH3:8])[C:2]=1[NH:9][C:10]1[S:11][C:12]2[C:18]([C:19]([OH:21])=[O:20])=[CH:17][C:16]([N+:23]([O-:25])=[O:24])=[CH:15][C:13]=2[N:14]=1, predict the reactants needed to synthesize it. The reactants are: [C:1]1([CH3:26])[CH:6]=[C:5]([CH3:7])[CH:4]=[C:3]([CH3:8])[C:2]=1[NH:9][C:10]1[S:11][C:12]2[C:18]([C:19]([O:21]C)=[O:20])=[CH:17][C:16]([N+:23]([O-:25])=[O:24])=[CH:15][C:13]=2[N:14]=1.[OH-].[Na+].